Task: Predict the reactants needed to synthesize the given product.. Dataset: Full USPTO retrosynthesis dataset with 1.9M reactions from patents (1976-2016) (1) The reactants are: [OH:1][C:2]1[CH:7]=[CH:6][C:5]([CH:8]=[CH:9][C:10](=[O:20])[CH:11]=[CH:12][C:13]2[CH:18]=[CH:17][C:16]([OH:19])=[CH:15][CH:14]=2)=[CH:4][CH:3]=1.[C:21](OC(=O)C)(=[O:23])[CH3:22].N1[CH:33]=[CH:32]C=CC=1.[OH2:34]. Given the product [C:21]([O:1][C:2]1[CH:7]=[CH:6][C:5]([CH:8]=[CH:9][C:10](=[O:20])[CH:11]=[CH:12][C:13]2[CH:14]=[CH:15][C:16]([O:19][C:32](=[O:34])[CH3:33])=[CH:17][CH:18]=2)=[CH:4][CH:3]=1)(=[O:23])[CH3:22], predict the reactants needed to synthesize it. (2) Given the product [CH2:1]([O:8][C:9]([N:11]1[CH2:15][CH:14]([O:16][C:17]([N:39]2[CH2:44][CH2:43][O:42][CH2:41][CH2:40]2)=[O:18])[CH2:13][N:12]1[C:29](=[O:38])[CH2:30][C:31]1[CH:36]=[CH:35][C:34]([F:37])=[CH:33][CH:32]=1)=[O:10])[C:2]1[CH:7]=[CH:6][CH:5]=[CH:4][CH:3]=1, predict the reactants needed to synthesize it. The reactants are: [CH2:1]([O:8][C:9]([N:11]1[CH2:15][CH:14]([O:16][C:17](OC2C=CC([N+]([O-])=O)=CC=2)=[O:18])[CH2:13][N:12]1[C:29](=[O:38])[CH2:30][C:31]1[CH:36]=[CH:35][C:34]([F:37])=[CH:33][CH:32]=1)=[O:10])[C:2]1[CH:7]=[CH:6][CH:5]=[CH:4][CH:3]=1.[NH:39]1[CH2:44][CH2:43][O:42][CH2:41][CH2:40]1.